From a dataset of Forward reaction prediction with 1.9M reactions from USPTO patents (1976-2016). Predict the product of the given reaction. The product is: [OH:13][C:14]([C:19]1[NH:10][C:6]2[CH:7]=[CH:8][CH:9]=[C:4]([C:3]([OH:2])=[O:12])[C:5]=2[N:11]=1)([CH3:18])[CH3:15]. Given the reactants C[O:2][C:3](=[O:12])[C:4]1[CH:9]=[CH:8][CH:7]=[C:6]([NH2:10])[C:5]=1[NH2:11].[OH:13][C:14]([CH3:19])([CH3:18])[C:15](O)=O.[OH-].[Na+], predict the reaction product.